This data is from Full USPTO retrosynthesis dataset with 1.9M reactions from patents (1976-2016). The task is: Predict the reactants needed to synthesize the given product. Given the product [CH:1]1([N:7]([C@H:19]2[CH2:20][CH2:21][C@H:22]([CH3:25])[CH2:23][CH2:24]2)[C:8](=[O:9])[NH:10][C:11]2[S:12][C:13]([S:16][CH:38]([CH:39]([CH3:40])[CH3:41])[C:37]([OH:36])=[O:43])=[CH:14][N:15]=2)[CH2:6][CH2:5][CH2:4][CH2:3][CH2:2]1, predict the reactants needed to synthesize it. The reactants are: [CH:1]1([N:7]([C@H:19]2[CH2:24][CH2:23][C@H:22]([CH3:25])[CH2:21][CH2:20]2)[C:8]([NH:10][C:11]2[S:12][C:13]([S:16]C#N)=[CH:14][N:15]=2)=[O:9])[CH2:6][CH2:5][CH2:4][CH2:3][CH2:2]1.SC[C@@H]([C@@H](CS)O)O.C([O:36][C:37](=[O:43])[CH:38](Br)[CH:39]([CH3:41])[CH3:40])C.